This data is from Full USPTO retrosynthesis dataset with 1.9M reactions from patents (1976-2016). The task is: Predict the reactants needed to synthesize the given product. (1) The reactants are: C(N(CC)C(C)C)(C)C.Cl[C:11]1[O:12][C:13]2[C:19]([O:20][CH3:21])=[CH:18][C:17]([C:22]([O:24][CH3:25])=[O:23])=[CH:16][C:14]=2[N:15]=1.Cl.Cl.[Cl:28][C:29]1[CH:34]=[CH:33][N:32]=[C:31]([CH2:35][NH2:36])[CH:30]=1. Given the product [Cl:28][C:29]1[CH:34]=[CH:33][N:32]=[C:31]([CH2:35][NH:36][C:11]2[O:12][C:13]3[C:19]([O:20][CH3:21])=[CH:18][C:17]([C:22]([O:24][CH3:25])=[O:23])=[CH:16][C:14]=3[N:15]=2)[CH:30]=1, predict the reactants needed to synthesize it. (2) The reactants are: [I:1][C:2]1[CH:3]=[C:4]([CH:8]=[CH:9][C:10]=1[CH3:11])[C:5]([OH:7])=O.[NH2:12][C:13]1[N:17]([C:18]2[CH:23]=[CH:22][C:21]([CH3:24])=[CH:20][CH:19]=2)[N:16]=[C:15]([CH3:25])[CH:14]=1.C(N(CC)C(C)C)(C)C.O. Given the product [I:1][C:2]1[CH:3]=[C:4]([CH:8]=[CH:9][C:10]=1[CH3:11])[C:5]([NH:12][C:13]1[N:17]([C:18]2[CH:23]=[CH:22][C:21]([CH3:24])=[CH:20][CH:19]=2)[N:16]=[C:15]([CH3:25])[CH:14]=1)=[O:7], predict the reactants needed to synthesize it.